Dataset: Forward reaction prediction with 1.9M reactions from USPTO patents (1976-2016). Task: Predict the product of the given reaction. Given the reactants [CH:1]1[CH:6]=[CH:5][C:4]([NH:7][C:8]2[CH:13]=[CH:12][CH:11]=[C:10](Br)[CH:9]=2)=[CH:3][CH:2]=1.[CH:15]([Si:18]([C:25]#[CH:26])([CH:22]([CH3:24])[CH3:23])[CH:19]([CH3:21])[CH3:20])([CH3:17])[CH3:16].C(N(CC)CC)C, predict the reaction product. The product is: [C:4]1([NH:7][C:8]2[CH:13]=[CH:12][CH:11]=[C:10]([C:26]#[C:25][Si:18]([CH:15]([CH3:17])[CH3:16])([CH:22]([CH3:24])[CH3:23])[CH:19]([CH3:21])[CH3:20])[CH:9]=2)[CH:5]=[CH:6][CH:1]=[CH:2][CH:3]=1.